This data is from Catalyst prediction with 721,799 reactions and 888 catalyst types from USPTO. The task is: Predict which catalyst facilitates the given reaction. Reactant: C([O:4][C@H:5]1[CH2:10][CH2:9][C@@:8]([C@H:12]2[CH2:20][CH2:19][C@@:18]3([CH3:21])[C@@H:14]([CH2:15][CH2:16][C:17]3=[CH2:22])[C@@H:13]2[CH2:23][NH2:24])([CH3:11])[C@@H:7]([CH2:25][OH:26])[CH2:6]1)(=O)C.F[B-](F)(F)F.N1(OC(N(C)C)=[N+](C)C)C2C=CC=CC=2N=N1.[C:49](O)(=[O:52])[CH2:50][CH3:51].C(N(CC)C(C)C)(C)C. Product: [OH:4][C@H:5]1[CH2:10][CH2:9][C@@:8]([C@H:12]2[CH2:20][CH2:19][C@@:18]3([CH3:21])[C@@H:14]([CH2:15][CH2:16][C:17]3=[CH2:22])[C@@H:13]2[CH2:23][NH:24][C:49](=[O:52])[CH2:50][CH3:51])([CH3:11])[C@@H:7]([CH2:25][OH:26])[CH2:6]1. The catalyst class is: 3.